Dataset: Full USPTO retrosynthesis dataset with 1.9M reactions from patents (1976-2016). Task: Predict the reactants needed to synthesize the given product. (1) The reactants are: [F:1][C:2]([F:10])([F:9])[C:3]1([C:6](O)=[O:7])[CH2:5][CH2:4]1.[H-].[H-].[H-].[H-].[Li+].[Al+3].Cl. Given the product [F:1][C:2]([F:10])([F:9])[C:3]1([CH2:6][OH:7])[CH2:5][CH2:4]1, predict the reactants needed to synthesize it. (2) Given the product [CH3:29][N:30]([CH3:45])[C:31]1[CH:40]=[CH:39][CH:38]=[C:37]2[C:32]=1[CH:33]=[CH:34][CH:35]=[C:36]2[S:41]([N:1]1[CH2:6][CH2:5][CH:4]([NH:7][C:8]([NH:10][C:11]2[CH:16]=[CH:15][C:14]([O:17][C:18]([F:19])([F:20])[F:21])=[CH:13][CH:12]=2)=[O:9])[CH2:3][CH2:2]1)(=[O:43])=[O:42], predict the reactants needed to synthesize it. The reactants are: [NH:1]1[CH2:6][CH2:5][CH:4]([NH:7][C:8]([NH:10][C:11]2[CH:16]=[CH:15][C:14]([O:17][C:18]([F:21])([F:20])[F:19])=[CH:13][CH:12]=2)=[O:9])[CH2:3][CH2:2]1.C(N(CC)CC)C.[CH3:29][N:30]([CH3:45])[C:31]1[CH:40]=[CH:39][CH:38]=[C:37]2[C:32]=1[CH:33]=[CH:34][CH:35]=[C:36]2[S:41](Cl)(=[O:43])=[O:42]. (3) The reactants are: [F:1][C:2]1[CH:7]=[CH:6][CH:5]=[CH:4][C:3]=1[C:8]([CH3:12])([CH3:11])[C:9]#[N:10].[OH-:13].[Na+].OO. Given the product [F:1][C:2]1[CH:7]=[CH:6][CH:5]=[CH:4][C:3]=1[C:8]([CH3:12])([CH3:11])[C:9]([NH2:10])=[O:13], predict the reactants needed to synthesize it. (4) Given the product [O:31]1[CH2:32][CH2:33][N:28]([C:4]2[C:5]3[S:10][C:9]([CH2:11][N:12]4[CH2:13][CH2:14][N:15]([S:18]([C:21]5[CH:26]=[CH:25][CH:24]=[C:23]([F:27])[CH:22]=5)(=[O:19])=[O:20])[CH2:16][CH2:17]4)=[CH:8][C:6]=3[N:7]=[C:2]([C:38]3[CH:37]=[N:36][C:35]([NH2:34])=[N:40][CH:39]=3)[N:3]=2)[CH2:29][CH2:30]1, predict the reactants needed to synthesize it. The reactants are: Cl[C:2]1[N:3]=[C:4]([N:28]2[CH2:33][CH2:32][O:31][CH2:30][CH2:29]2)[C:5]2[S:10][C:9]([CH2:11][N:12]3[CH2:17][CH2:16][N:15]([S:18]([C:21]4[CH:26]=[CH:25][CH:24]=[C:23]([F:27])[CH:22]=4)(=[O:20])=[O:19])[CH2:14][CH2:13]3)=[CH:8][C:6]=2[N:7]=1.[NH2:34][C:35]1[N:40]=[CH:39][C:38](B(O)O)=[CH:37][N:36]=1. (5) The reactants are: [NH:1]1[C:9]2[C:4](=[CH:5][C:6]([NH:10][C:11]3[C:20]4[C:15](=[CH:16][CH:17]=[CH:18][CH:19]=4)[N:14]=[C:13]([C:21]4[CH:22]=[C:23]([CH:29]=[CH:30][CH:31]=4)[O:24][CH2:25][C:26](O)=[O:27])[N:12]=3)=[CH:7][CH:8]=2)[CH:3]=[N:2]1.C1CN([P+](ON2N=NC3C=CC=CC2=3)(N2CCCC2)N2CCCC2)CC1.F[P-](F)(F)(F)(F)F.CCN(C(C)C)C(C)C.[NH:74]1[CH2:79][CH2:78][O:77][CH2:76][CH2:75]1. Given the product [NH:1]1[C:9]2[C:4](=[CH:5][C:6]([NH:10][C:11]3[C:20]4[C:15](=[CH:16][CH:17]=[CH:18][CH:19]=4)[N:14]=[C:13]([C:21]4[CH:22]=[C:23]([CH:29]=[CH:30][CH:31]=4)[O:24][CH2:25][C:26]([N:74]4[CH2:79][CH2:78][O:77][CH2:76][CH2:75]4)=[O:27])[N:12]=3)=[CH:7][CH:8]=2)[CH:3]=[N:2]1, predict the reactants needed to synthesize it. (6) Given the product [NH2:9][C:10]1[S:11][C:1]([C:6]([O:7][CH2:16][CH3:17])=[O:13])=[CH:2][N:12]=1, predict the reactants needed to synthesize it. The reactants are: [CH2:1]1[C:6](=[O:7])N(Br)C(=O)[CH2:2]1.[NH2:9][C:10]([NH2:12])=[S:11].[OH-:13].[NH4+].O1CCO[CH2:17][CH2:16]1.O. (7) Given the product [CH3:11][O:12][C:13]([C:6]12[CH2:7][CH:8]([CH2:4][CH2:5]1)[CH:9]=[CH:10]2)=[O:16], predict the reactants needed to synthesize it. The reactants are: C1[CH:5]2[C@@H:6]3[CH:10]=[CH:9][C@H:8]([CH:4]2C=C1)[CH2:7]3.[CH3:11][O:12][C:13](=[O:16])C=C.C1(C=CC(O)=CC=1)O. (8) Given the product [NH2:16]/[C:3](/[CH3:5])=[CH:2]\[C:1]([O:7][CH2:8][CH2:9][C:10]#[N:11])=[O:6], predict the reactants needed to synthesize it. The reactants are: [C:1]([O:7][CH2:8][CH2:9][C:10]#[N:11])(=[O:6])[CH2:2][C:3]([CH3:5])=O.C([O-])(=O)C.[NH4+:16]. (9) Given the product [F:1][C:2]1[C:7]([CH2:8][OH:9])=[C:6]([OH:10])[C:5]([O:11][CH3:12])=[CH:4][CH:3]=1, predict the reactants needed to synthesize it. The reactants are: [F:1][C:2]1[C:7]([CH:8]=[O:9])=[C:6]([OH:10])[C:5]([O:11][CH3:12])=[CH:4][CH:3]=1.C1COCC1.[BH4-].[Na+].Cl.